This data is from Full USPTO retrosynthesis dataset with 1.9M reactions from patents (1976-2016). The task is: Predict the reactants needed to synthesize the given product. (1) Given the product [CH3:21][N:18]1[C:19]2[CH:9]=[CH:10][CH:11]=[CH:6][C:7]=2[N:3]([CH3:14])[S:4]1(=[O:13])=[O:12], predict the reactants needed to synthesize it. The reactants are: [H-].[Na+].[NH:3]1[C:7]2C=[CH:9][CH:10]=[CH:11][C:6]=2N[S:4]1(=[O:13])=[O:12].[CH3:14]I.O.C[N:18]([CH3:21])[CH:19]=O. (2) Given the product [CH2:8]([CH:15]1[CH:19]([CH2:20][CH2:21][CH3:22])[CH2:18][NH:17][C:16]1=[O:30])[C:9]1[CH:14]=[CH:13][CH:12]=[CH:11][CH:10]=1, predict the reactants needed to synthesize it. The reactants are: FC(F)(F)C(O)=O.[CH2:8]([CH:15]1[CH:19]([CH2:20][CH2:21][CH3:22])[CH2:18][N:17](C(OC(C)(C)C)=O)[C:16]1=[O:30])[C:9]1[CH:14]=[CH:13][CH:12]=[CH:11][CH:10]=1.C(=O)([O-])O.[Na+].C(OCC)(=O)C. (3) Given the product [Br:1][C:2]1[CH:3]=[C:4]([C:24]([F:27])([F:26])[F:25])[C:5]2[NH:21][C:9]([C:11]3[O:15][C:14]([C:16]([CH3:19])([CH3:18])[CH3:17])=[N:13][C:12]=3[CH3:20])=[N:8][C:6]=2[CH:7]=1, predict the reactants needed to synthesize it. The reactants are: [Br:1][C:2]1[CH:3]=[C:4]([C:24]([F:27])([F:26])[F:25])[C:5]([N+:21]([O-])=O)=[C:6]([NH:8][C:9]([C:11]2[O:15][C:14]([C:16]([CH3:19])([CH3:18])[CH3:17])=[N:13][C:12]=2[CH3:20])=O)[CH:7]=1. (4) Given the product [C:1]([O:8][C@@H:36]([CH2:35][O:34][C:31](=[O:33])[C:32]1[CH:15]=[CH:14][CH:13]=[CH:12][CH:11]=1)[C:18]([OH:20])=[O:19])(=[O:30])[C:2]1[CH:7]=[CH:6][CH:5]=[CH:4][CH:3]=1, predict the reactants needed to synthesize it. The reactants are: [C:1](Cl)(=[O:8])[C:2]1[CH:7]=[CH:6][CH:5]=[CH:4][CH:3]=1.N1[CH:15]=[CH:14][CH:13]=[CH:12][CH:11]=1.O[C@@H](CO)[C:18]([O:20]CC1C=CC=CC=1)=[O:19].[OH2:30].[C:31]([O:34][CH2:35][CH3:36])(=[O:33])[CH3:32]. (5) Given the product [Br:9][C:5]1[CH:4]=[N:3][C:2]2[NH:1][C:18](=[O:19])[C:17]([CH3:24])([CH3:23])[O:8][C:7]=2[CH:6]=1, predict the reactants needed to synthesize it. The reactants are: [NH2:1][C:2]1[C:7]([OH:8])=[CH:6][C:5]([Br:9])=[CH:4][N:3]=1.C([O-])([O-])=O.[K+].[K+].Br[C:17]([CH3:24])([CH3:23])[C:18](OCC)=[O:19]. (6) Given the product [CH3:34][C:25]1[C:24]([O:23][C:21]2[CH:22]=[CH:17][N:18]=[C:19]([C:5]3[CH:4]=[N:3][N:2]([CH3:1])[CH:6]=3)[CH:20]=2)=[C:29]([CH3:30])[CH:28]=[C:27]([N+:31]([O-:33])=[O:32])[N:26]=1, predict the reactants needed to synthesize it. The reactants are: [CH3:1][N:2]1[CH:6]=[C:5](B2OC(C)(C)C(C)(C)O2)[CH:4]=[N:3]1.Cl[C:17]1[CH:22]=[C:21]([O:23][C:24]2[C:25]([CH3:34])=[N:26][C:27]([N+:31]([O-:33])=[O:32])=[CH:28][C:29]=2[CH3:30])[CH:20]=[CH:19][N:18]=1.C([O-])([O-])=O.[K+].[K+]. (7) The reactants are: [CH3:1][O:2][C:3]1[CH:4]=[C:5]([C:13]2[O:21][C:20]3[C:15](=[N:16][CH:17]=[CH:18][C:19]=3[C:22]3[CH:23]=[C:24]([OH:28])[CH:25]=[CH:26][CH:27]=3)[CH:14]=2)[CH:6]=[C:7]([O:11][CH3:12])[C:8]=1[O:9][CH3:10].C([O-])([O-])=O.[K+].[K+].[C:35]([NH:42][CH2:43][CH2:44]Br)([O:37][C:38]([CH3:41])([CH3:40])[CH3:39])=[O:36].O. Given the product [C:38]([O:37][C:35](=[O:36])[NH:42][CH2:43][CH2:44][O:28][C:24]1[CH:25]=[CH:26][CH:27]=[C:22]([C:19]2[CH:18]=[CH:17][N:16]=[C:15]3[CH:14]=[C:13]([C:5]4[CH:4]=[C:3]([O:2][CH3:1])[C:8]([O:9][CH3:10])=[C:7]([O:11][CH3:12])[CH:6]=4)[O:21][C:20]=23)[CH:23]=1)([CH3:41])([CH3:40])[CH3:39], predict the reactants needed to synthesize it. (8) The reactants are: C(O)(=O)C.[Br:5][C:6]1[CH:13]=[N:12][CH:11]=[CH:10][C:7]=1[CH:8]=O.[NH:14]1[CH2:18][CH2:17][CH2:16][CH2:15]1.C(O[BH-](OC(=O)C)OC(=O)C)(=O)C.[Na+]. Given the product [Br:5][C:6]1[CH:13]=[N:12][CH:11]=[CH:10][C:7]=1[CH2:8][N:14]1[CH2:18][CH2:17][CH2:16][CH2:15]1, predict the reactants needed to synthesize it.